This data is from Forward reaction prediction with 1.9M reactions from USPTO patents (1976-2016). The task is: Predict the product of the given reaction. (1) Given the reactants Cl[C:2]1[N:7]=[CH:6][C:5]([O:8][CH2:9][CH:10]2[CH2:15][CH2:14][N:13]([CH2:16][C:17]([CH2:21][CH3:22])([F:20])[CH2:18][CH3:19])[CH2:12][CH2:11]2)=[CH:4][N:3]=1.[F:23][C:24]1[CH:29]=[C:28]([C:30]([O:32][CH3:33])=[O:31])[CH:27]=[CH:26][C:25]=1B(O)O.C([O-])([O-])=O.[Cs+].[Cs+], predict the reaction product. The product is: [CH2:18]([C:17]([F:20])([CH2:21][CH3:22])[CH2:16][N:13]1[CH2:14][CH2:15][CH:10]([CH2:9][O:8][C:5]2[CH:4]=[N:3][C:2]([C:25]3[CH:26]=[CH:27][C:28]([C:30]([O:32][CH3:33])=[O:31])=[CH:29][C:24]=3[F:23])=[N:7][CH:6]=2)[CH2:11][CH2:12]1)[CH3:19]. (2) Given the reactants [C:1]([C:4]1[CH:5]=[C:6]2[C:10](=[CH:11][CH:12]=1)[NH:9][C:8](=[O:13])[CH2:7]2)(=O)[CH3:2].[H][H], predict the reaction product. The product is: [CH2:1]([C:4]1[CH:5]=[C:6]2[C:10](=[CH:11][CH:12]=1)[NH:9][C:8](=[O:13])[CH2:7]2)[CH3:2]. (3) Given the reactants [S:1]1[CH:5]=[CH:4][CH:3]=[C:2]1[CH2:6][C:7]([OH:9])=O.C1C=NC2N(O)N=NC=2C=1.CCN(C(C)C)C(C)C.[CH3:29][O:30][C:31](=[O:46])[C:32]1[CH:37]=[CH:36][C:35]([NH:38][CH:39]2[CH2:43][CH2:42][CH2:41][CH:40]2[CH3:44])=[C:34]([NH2:45])[CH:33]=1.Cl, predict the reaction product. The product is: [CH3:29][O:30][C:31](=[O:46])[C:32]1[CH:37]=[CH:36][C:35]([NH:38][CH:39]2[CH2:43][CH2:42][CH2:41][CH:40]2[CH3:44])=[C:34]([NH:45][C:7](=[O:9])[CH2:6][C:2]2[S:1][CH:5]=[CH:4][CH:3]=2)[CH:33]=1. (4) Given the reactants C([N:14]1[CH2:17][CH:16]([C:18]2[N:22]=[C:21]([C@H:23]([CH2:32][CH2:33][CH2:34][CH:35]3[CH2:40][CH2:39][CH2:38][CH2:37][CH2:36]3)[CH2:24][C:25]([O:27][C:28](C)(C)C)=[O:26])[O:20][N:19]=2)[CH2:15]1)(C1C=CC=CC=1)C1C=CC=CC=1, predict the reaction product. The product is: [NH:14]1[CH2:17][CH:16]([C:18]2[N:22]=[C:21]([C@H:23]([CH2:32][CH2:33][CH2:34][CH:35]3[CH2:36][CH2:37][CH2:38][CH2:39][CH2:40]3)[CH2:24][C:25]([O:27][CH3:28])=[O:26])[O:20][N:19]=2)[CH2:15]1. (5) The product is: [Cl:23][C:21]1[CH:22]=[C:17]([NH:15][C:12]2[CH:11]=[CH:10][C:9]([CH2:8][N:5]3[CH2:6][CH2:7][N:2]([CH3:1])[CH2:3][CH2:4]3)=[CH:14][N:13]=2)[C:18](=[O:25])[N:19]([CH3:24])[N:20]=1. Given the reactants [CH3:1][N:2]1[CH2:7][CH2:6][N:5]([CH2:8][C:9]2[CH:10]=[CH:11][C:12]([NH2:15])=[N:13][CH:14]=2)[CH2:4][CH2:3]1.Br[C:17]1[C:18](=[O:25])[N:19]([CH3:24])[N:20]=[C:21]([Cl:23])[CH:22]=1.CC1(C)C2C(=C(P(C3C=CC=CC=3)C3C=CC=CC=3)C=CC=2)OC2C(P(C3C=CC=CC=3)C3C=CC=CC=3)=CC=CC1=2.C(=O)([O-])[O-].[Cs+].[Cs+], predict the reaction product. (6) Given the reactants [C:1]([OH:14])(=[O:13])[CH2:2][CH2:3][CH2:4][CH2:5][CH2:6][CH2:7][CH2:8][CH2:9][C:10]([OH:12])=[O:11].O[CH2:16][CH:17]1[CH2:22][CH:21]2[CH2:23][CH:18]1[CH2:19][CH2:20]2, predict the reaction product. The product is: [C:1]([O:14][CH2:16][CH:17]1[CH2:22][CH:21]2[CH2:23][CH:18]1[CH2:19][CH2:20]2)(=[O:13])[CH2:2][CH2:3][CH2:4][CH2:5][CH2:6][CH2:7][CH2:8][CH2:9][C:10]([O:12][CH2:16][CH:17]1[CH2:22][CH:21]2[CH2:23][CH:18]1[CH2:19][CH2:20]2)=[O:11]. (7) The product is: [ClH:40].[NH2:30][C:28]1[CH:27]=[CH:26][C:24]2[NH:25][C:20]([C:3]3[C:4](=[O:19])[C:5]([CH3:18])([CH2:12][CH2:13][C@@H:14]([CH3:17])[CH2:15][CH3:16])[C:6]4[C:11]([C:2]=3[OH:1])=[CH:10][CH:9]=[CH:8][CH:7]=4)=[N:21][S:22](=[O:39])(=[O:38])[C:23]=2[CH:29]=1. Given the reactants [OH:1][C:2]1[C:11]2[C:6](=[CH:7][CH:8]=[CH:9][CH:10]=2)[C:5]([CH3:18])([CH2:12][CH2:13][C@@H:14]([CH3:17])[CH2:15][CH3:16])[C:4](=[O:19])[C:3]=1[C:20]1[NH:25][C:24]2[CH:26]=[CH:27][C:28]([NH:30]C(=O)OC(C)(C)C)=[CH:29][C:23]=2[S:22](=[O:39])(=[O:38])[N:21]=1.[ClH:40], predict the reaction product. (8) Given the reactants [F:1][C:2]([F:13])([F:12])[O:3][C:4]1[CH:11]=[CH:10][C:7]([CH:8]=O)=[CH:6][CH:5]=1.[CH3:14][C:15]([CH3:17])=[O:16], predict the reaction product. The product is: [F:1][C:2]([F:13])([F:12])[O:3][C:4]1[CH:11]=[CH:10][C:7](/[CH:8]=[CH:11]/[C:4](=[O:3])/[CH:5]=[CH:6]/[C:7]2[CH:10]=[CH:17][C:15]([O:16][C:2]([F:1])([F:12])[F:13])=[CH:14][CH:8]=2)=[CH:6][CH:5]=1. (9) Given the reactants C(O[BH-](OC(=O)C)OC(=O)C)(=O)C.[Na+].[CH:15]1([NH:21][C:22]2[CH:31]=[C:30]3[C:25]([C:26](=[O:39])[C:27]([CH:37]=O)=[CH:28][N:29]3[CH:32]3[CH2:36][CH2:35][CH2:34][CH2:33]3)=[CH:24][C:23]=2[F:40])[CH2:20][CH2:19][CH2:18][CH2:17][CH2:16]1.[NH2:41][C:42]1[CH:47]=[CH:46][C:45]([OH:48])=[CH:44][CH:43]=1.C(=O)([O-])O.[Na+], predict the reaction product. The product is: [CH:15]1([NH:21][C:22]2[CH:31]=[C:30]3[C:25]([C:26](=[O:39])[C:27]([CH2:37][NH:41][C:42]4[CH:47]=[CH:46][C:45]([OH:48])=[CH:44][CH:43]=4)=[CH:28][N:29]3[CH:32]3[CH2:33][CH2:34][CH2:35][CH2:36]3)=[CH:24][C:23]=2[F:40])[CH2:16][CH2:17][CH2:18][CH2:19][CH2:20]1.